This data is from Reaction yield outcomes from USPTO patents with 853,638 reactions. The task is: Predict the reaction yield, written as a fraction of the theoretical maximum amount of product (1.0 means a 100% yield; for example, 0.34 means a 34% yield). (1) The reactants are [NH2:1][C:2]1[C:3]([CH3:24])=[C:4]([CH:21]=[CH:22][CH:23]=1)[O:5][C:6]1[CH:7]=[CH:8][C:9]2[N:10]([CH:12]=[C:13]([NH:15][C:16]([CH:18]3[CH2:20][CH2:19]3)=[O:17])[N:14]=2)[N:11]=1.[CH3:25][N:26]1[C:30]([C:31](Cl)=[O:32])=[CH:29][C:28]([CH3:34])=[N:27]1.C(N(CC)CC)C. The catalyst is O1CCCC1. The product is [CH:18]1([C:16]([NH:15][C:13]2[N:14]=[C:9]3[CH:8]=[CH:7][C:6]([O:5][C:4]4[C:3]([CH3:24])=[C:2]([NH:1][C:31]([C:30]5[N:26]([CH3:25])[N:27]=[C:28]([CH3:34])[CH:29]=5)=[O:32])[CH:23]=[CH:22][CH:21]=4)=[N:11][N:10]3[CH:12]=2)=[O:17])[CH2:20][CH2:19]1. The yield is 0.820. (2) The reactants are O[CH:2]1[C:10]2[C:5](=[CH:6][CH:7]=[CH:8][C:9]=2[N+:11]([O-:13])=[O:12])[C:4](=[O:14])[N:3]1[CH2:15][CH2:16][C:17]1([CH3:22])[O:21][CH2:20][CH2:19][O:18]1.O.C([O-])(O)=O.[Na+]. The catalyst is C1(C)C=CC=CC=1. The product is [N+:11]([C:9]1[CH:8]=[CH:7][CH:6]=[C:5]2[C:10]=1[CH:2]1[CH2:22][C:17]3([O:21][CH2:20][CH2:19][O:18]3)[CH2:16][CH2:15][N:3]1[C:4]2=[O:14])([O-:13])=[O:12]. The yield is 0.620. (3) The reactants are Cl[CH2:2][CH:3]([OH:18])[CH2:4][N:5]1[CH2:10][CH2:9][CH:8]([CH2:11][C:12]2[CH:17]=[CH:16][CH:15]=[CH:14][CH:13]=2)[CH2:7][CH2:6]1.[C:19]1(=[O:29])[NH:23][C:22](=[O:24])[C:21]2=[CH:25][CH:26]=[CH:27][CH:28]=[C:20]12.[K]. No catalyst specified. The product is [CH2:11]([CH:8]1[CH2:9][CH2:10][N:5]([CH2:4][CH:3]([OH:18])[CH2:2][N:23]2[C:19](=[O:29])[C:20]3[C:21](=[CH:25][CH:26]=[CH:27][CH:28]=3)[C:22]2=[O:24])[CH2:6][CH2:7]1)[C:12]1[CH:17]=[CH:16][CH:15]=[CH:14][CH:13]=1. The yield is 0.860. (4) The product is [CH3:47][C:44]1[C:43]([CH3:48])=[C:42]([NH:41][C:40]([N:28]2[CH2:27][CH2:26][C:24]3([CH2:25][CH:22]([C:19]4[N:18]=[C:17]([C:14]5[CH:15]=[CH:16][C:11]([O:10][C:9]([F:8])([F:31])[F:32])=[CH:12][CH:13]=5)[O:21][N:20]=4)[CH2:23]3)[CH2:30][CH2:29]2)=[O:39])[O:46][N:45]=1. The yield is 0.800. The reactants are FC(F)(F)C(O)=O.[F:8][C:9]([F:32])([F:31])[O:10][C:11]1[CH:16]=[CH:15][C:14]([C:17]2[O:21][N:20]=[C:19]([CH:22]3[CH2:25][C:24]4([CH2:30][CH2:29][NH:28][CH2:27][CH2:26]4)[CH2:23]3)[N:18]=2)=[CH:13][CH:12]=1.C1([O:39][C:40](=O)[NH:41][C:42]2[O:46][N:45]=[C:44]([CH3:47])[C:43]=2[CH3:48])C=CC=CC=1. No catalyst specified. (5) The reactants are [CH3:1][O:2][C:3]1[CH:4]=[C:5]2[C:10](=[CH:11][C:12]=1[O:13][CH3:14])[N:9]=[CH:8][N:7]=[C:6]2[O:15][C:16]1[CH:22]=[CH:21][C:19]([NH2:20])=[CH:18][CH:17]=1.C1(C)C=CC=CC=1.C(N(CC)CC)C.Cl[C:38](Cl)([O:40]C(=O)OC(Cl)(Cl)Cl)Cl.[Br:49][C:50]1[CH:58]=[CH:57][CH:56]=[CH:55][C:51]=1[CH:52]([OH:54])[CH3:53]. The catalyst is C(Cl)Cl. The product is [CH3:1][O:2][C:3]1[CH:4]=[C:5]2[C:10](=[CH:11][C:12]=1[O:13][CH3:14])[N:9]=[CH:8][N:7]=[C:6]2[O:15][C:16]1[CH:22]=[CH:21][C:19]([NH:20][C:38](=[O:40])[O:54][CH:52]([C:51]2[CH:55]=[CH:56][CH:57]=[CH:58][C:50]=2[Br:49])[CH3:53])=[CH:18][CH:17]=1. The yield is 0.350. (6) The reactants are [Si:1]([O:8][CH2:9][C@H:10]([OH:12])[CH3:11])([C:4]([CH3:7])([CH3:6])[CH3:5])([CH3:3])[CH3:2].O[C:14]1[CH:15]=[C:16]([CH:21]=[C:22]([O:24][CH2:25][C:26]2[CH:31]=[CH:30][CH:29]=[CH:28][CH:27]=2)[CH:23]=1)[C:17]([O:19][CH3:20])=[O:18].C1(P(C2C=CC=CC=2)C2C=CC=CC=2)C=CC=CC=1.CC(OC(/N=N/C(OC(C)C)=O)=O)C. The catalyst is C1COCC1. The product is [Si:1]([O:8][CH2:9][C@H:10]([CH3:11])[O:12][C:14]1[CH:15]=[C:16]([CH:21]=[C:22]([O:24][CH2:25][C:26]2[CH:31]=[CH:30][CH:29]=[CH:28][CH:27]=2)[CH:23]=1)[C:17]([O:19][CH3:20])=[O:18])([C:4]([CH3:7])([CH3:6])[CH3:5])([CH3:3])[CH3:2]. The yield is 0.800. (7) The reactants are [CH3:1][C:2]1[N:3]=[CH:4][S:5][CH:6]=1.[Br:7][CH2:8][C:9]([OH:11])=[O:10]. The catalyst is CC(C)=O. The product is [Br-:7].[C:9]([CH2:8][N+:3]1[C:2]([CH3:1])=[CH:6][S:5][CH:4]=1)([OH:11])=[O:10]. The yield is 0.720.